This data is from Forward reaction prediction with 1.9M reactions from USPTO patents (1976-2016). The task is: Predict the product of the given reaction. Given the reactants [Br:1][C:2]1[CH:7]=[CH:6][C:5]([NH:8][C:9]2[N:14]3[CH:15]=[N:16][CH:17]=[C:13]3[CH:12]=[N:11][C:10]=2[C:18]([OH:20])=O)=[C:4]([F:21])[CH:3]=1.Cl.[NH2:23][O:24][CH2:25][C@@H:26]([OH:28])[CH3:27].C1C=CC2N(O)N=NC=2C=1.CCN=C=NCCCN(C)C.CN1CCOCC1, predict the reaction product. The product is: [Br:1][C:2]1[CH:7]=[CH:6][C:5]([NH:8][C:9]2[N:14]3[CH:15]=[N:16][CH:17]=[C:13]3[CH:12]=[N:11][C:10]=2[C:18]([NH:23][O:24][CH2:25][C@@H:26]([OH:28])[CH3:27])=[O:20])=[C:4]([F:21])[CH:3]=1.